From a dataset of Reaction yield outcomes from USPTO patents with 853,638 reactions. Predict the reaction yield, written as a fraction of the theoretical maximum amount of product (1.0 means a 100% yield; for example, 0.34 means a 34% yield). (1) The catalyst is ClCCl. The yield is 0.560. The product is [Cl:36][C:32]1[C:33]([Cl:35])=[CH:34][C:29]2[O:28][CH2:27][C:26](=[O:37])[N:25]([CH2:24][C:23]([N:22]([CH3:39])[CH:14]([C:11]3[CH:12]=[CH:13][C:8]([C:4]4[CH:5]=[CH:6][CH:7]=[C:2]([NH:1][C:40](=[O:43])[CH2:41][CH3:42])[CH:3]=4)=[CH:9][CH:10]=3)[CH2:15][N:16]3[CH2:17][CH2:18][O:19][CH2:20][CH2:21]3)=[O:38])[C:30]=2[CH:31]=1. The reactants are [NH2:1][C:2]1[CH:3]=[C:4]([C:8]2[CH:13]=[CH:12][C:11]([CH:14]([N:22]([CH3:39])[C:23](=[O:38])[CH2:24][N:25]3[C:30]4[CH:31]=[C:32]([Cl:36])[C:33]([Cl:35])=[CH:34][C:29]=4[O:28][CH2:27][C:26]3=[O:37])[CH2:15][N:16]3[CH2:21][CH2:20][O:19][CH2:18][CH2:17]3)=[CH:10][CH:9]=2)[CH:5]=[CH:6][CH:7]=1.[C:40](Cl)(=[O:43])[CH2:41][CH3:42].C(N(CC)CC)C. (2) The reactants are Br[C:2]1[CH:3]=[C:4]([NH:10][C:11]2[N:12]=[N:13][N:14]([CH3:16])[CH:15]=2)[C:5](=[O:9])[N:6]([CH3:8])[CH:7]=1.[C:17]([O:20][CH2:21][C:22]1[C:23]([N:37]2[CH2:48][CH2:47][N:46]3[C:39](=[CH:40][C:41]4[CH2:42][C:43]([CH3:50])([CH3:49])[CH2:44][C:45]=43)[C:38]2=[O:51])=[N:24][CH:25]=[CH:26][C:27]=1B1OC(C)(C)C(C)(C)O1)(=[O:19])[CH3:18]. No catalyst specified. The product is [C:17]([O:20][CH2:21][C:22]1[C:23]([N:37]2[CH2:48][CH2:47][N:46]3[C:39](=[CH:40][C:41]4[CH2:42][C:43]([CH3:50])([CH3:49])[CH2:44][C:45]=43)[C:38]2=[O:51])=[N:24][CH:25]=[CH:26][C:27]=1[C:2]1[CH:3]=[C:4]([NH:10][C:11]2[N:12]=[N:13][N:14]([CH3:16])[CH:15]=2)[C:5](=[O:9])[N:6]([CH3:8])[CH:7]=1)(=[O:19])[CH3:18]. The yield is 0.370. (3) The reactants are [CH3:1][O:2][C:3]([C:5]1([C:8]2[CH:13]=[CH:12][C:11]([OH:14])=[C:10]([NH2:15])[CH:9]=2)[CH2:7][CH2:6]1)=[O:4].Cl[C:17](Cl)([O:19]C(=O)OC(Cl)(Cl)Cl)Cl.O. The catalyst is C1COCC1. The product is [CH3:1][O:2][C:3]([C:5]1([C:8]2[CH:13]=[CH:12][C:11]3[O:14][C:17](=[O:19])[NH:15][C:10]=3[CH:9]=2)[CH2:7][CH2:6]1)=[O:4]. The yield is 0.910. (4) The reactants are C([O:4][C@@H:5]([CH2:8][C:9]1[CH:14]=[CH:13][CH:12]=[CH:11][C:10]=1[OH:15])[CH2:6][Br:7])(=O)C.BrC[C@@H](O)CC1C=C(F)C=CC=1O. No catalyst specified. The product is [Br:7][CH2:6][C@@H:5]([OH:4])[CH2:8][C:9]1[CH:14]=[CH:13][CH:12]=[CH:11][C:10]=1[OH:15]. The yield is 0.930.